This data is from Forward reaction prediction with 1.9M reactions from USPTO patents (1976-2016). The task is: Predict the product of the given reaction. (1) Given the reactants [Cl-].[In+3].[Cl-].[Cl-].[CH3:5][C:6](=[O:9])[C:7]#[CH:8].[N+:10](=[CH:12][C:13]([O:15][C:16]([CH3:19])([CH3:18])[CH3:17])=[O:14])=[N-:11], predict the reaction product. The product is: [C:6]([C:7]1[CH:8]=[C:12]([C:13]([O:15][C:16]([CH3:19])([CH3:18])[CH3:17])=[O:14])[NH:10][N:11]=1)(=[O:9])[CH3:5]. (2) Given the reactants C(OC([N:11]1[CH2:15][CH:14]2[CH2:16][S:17](=[N:20][CH3:21])(=[O:19])[CH2:18][CH:13]2[CH2:12]1)=O)C1C=CC=CC=1.[BrH:22], predict the reaction product. The product is: [BrH:22].[CH3:21][N:20]=[S:17]1(=[O:19])[CH2:16][CH:14]2[CH:13]([CH2:12][NH:11][CH2:15]2)[CH2:18]1. (3) Given the reactants [NH2:1][C:2]1[CH:3]=[CH:4][C:5]([F:29])=[C:6]([C@:8]2([CH2:27][F:28])[CH2:13][C@@H:12]([C:14]([F:17])([F:16])[F:15])[O:11][C:10]([NH:18][C:19](=[O:26])[C:20]3[CH:25]=[CH:24][CH:23]=[CH:22][CH:21]=3)=[N:9]2)[CH:7]=1.[CH3:30][O:31][C:32]1[N:33]=[CH:34][C:35]([C:38](O)=[O:39])=[N:36][CH:37]=1.F[P-](F)(F)(F)(F)F.CN(C(N(C)C)=[N+]1C2C(=NC=CC=2)[N+]([O-])=N1)C.C(N(C(C)C)CC)(C)C, predict the reaction product. The product is: [C:19]([NH:18][C:10]1[O:11][C@H:12]([C:14]([F:15])([F:16])[F:17])[CH2:13][C@:8]([C:6]2[CH:7]=[C:2]([NH:1][C:38]([C:35]3[CH:34]=[N:33][C:32]([O:31][CH3:30])=[CH:37][N:36]=3)=[O:39])[CH:3]=[CH:4][C:5]=2[F:29])([CH2:27][F:28])[N:9]=1)(=[O:26])[C:20]1[CH:25]=[CH:24][CH:23]=[CH:22][CH:21]=1. (4) Given the reactants [OH:1][OH:2].[CH3:3][CH2:4][N:5]1[C:26]2[CH:27]=[CH:28][C:29]([S:31]([O-:34])(=[O:33])=[O:32])=[CH:30][C:25]=2[S:24]/[C:6]/1=[N:7]\[N:8]=[C:9]1/[S:10][C:11]2[CH:19]=[C:18]([S:20]([O-:23])(=[O:22])=[O:21])[CH:17]=[CH:16][C:12]=2[N:13]/1[CH2:14][CH3:15].[NH4+:35].[NH4+], predict the reaction product. The product is: [CH3:3][CH2:4][N:5]1[C:26]2[CH:27]=[CH:28][C:29]([S:31]([O-:34])(=[O:33])=[O:32])=[CH:30][C:25]=2[S:24]/[C:6]/1=[N:7]\[N:8]=[C:9]1/[S:10][C:11]2[CH:19]=[C:18]([S:20]([O-:23])(=[O:22])=[O:21])[CH:17]=[CH:16][C:12]=2[N:13]/1[CH2:14][CH3:15].[NH4+:35].[NH4+:5].[OH:1][OH:2]. (5) Given the reactants [C:1](=[O:20])([O:12][CH2:13][C:14]1[CH:19]=[CH:18][N:17]=[CH:16][CH:15]=1)OC1C=CC([N+]([O-])=O)=CC=1.[NH2:21][C@H:22]([CH:25]([CH3:27])[CH3:26])[CH2:23][OH:24], predict the reaction product. The product is: [OH:24][CH2:23][C@H:22]([NH:21][C:1](=[O:20])[O:12][CH2:13][C:14]1[CH:15]=[CH:16][N:17]=[CH:18][CH:19]=1)[CH:25]([CH3:27])[CH3:26]. (6) Given the reactants [CH2:1]([O:3][C:4]1[CH:5]=[C:6]([N:10]2[CH:14]=[C:13]([C:15]([O:17]CC)=[O:16])[N:12]=[C:11]2[C:20]2[CH:25]=[CH:24][C:23]([CH3:26])=[CH:22][CH:21]=2)[CH:7]=[CH:8][CH:9]=1)[CH3:2].[OH-].[Na+].Cl, predict the reaction product. The product is: [CH2:1]([O:3][C:4]1[CH:5]=[C:6]([N:10]2[CH:14]=[C:13]([C:15]([OH:17])=[O:16])[N:12]=[C:11]2[C:20]2[CH:21]=[CH:22][C:23]([CH3:26])=[CH:24][CH:25]=2)[CH:7]=[CH:8][CH:9]=1)[CH3:2]. (7) Given the reactants [Cl:1][C:2]1[CH:8]=[CH:7][C:5]([NH2:6])=[CH:4][C:3]=1[C:9]1[CH:14]=[CH:13][CH:12]=[CH:11][N:10]=1.[OH:15][CH:16]([CH3:31])[CH2:17][S:18]([C:21]1[CH:29]=[CH:28][C:24]([C:25](O)=[O:26])=[C:23]([CH3:30])[CH:22]=1)(=[O:20])=[O:19], predict the reaction product. The product is: [Cl:1][C:2]1[CH:8]=[CH:7][C:5]([NH:6][C:25](=[O:26])[C:24]2[CH:28]=[CH:29][C:21]([S:18]([CH2:17][CH:16]([OH:15])[CH3:31])(=[O:20])=[O:19])=[CH:22][C:23]=2[CH3:30])=[CH:4][C:3]=1[C:9]1[CH:14]=[CH:13][CH:12]=[CH:11][N:10]=1.